Dataset: Full USPTO retrosynthesis dataset with 1.9M reactions from patents (1976-2016). Task: Predict the reactants needed to synthesize the given product. (1) The reactants are: [CH3:1][O:2][C:3]1[CH:8]=[CH:7][C:6]([C:9]2[CH:10]=[C:11]3[C:15](=[CH:16][CH:17]=2)[NH:14][C:13]2[N:18]=[CH:19][C:20]([C:22]4[CH:27]=[CH:26][CH:25]=[C:24]([N+:28]([O-])=O)[CH:23]=4)=[CH:21][C:12]3=2)=[CH:5][CH:4]=1.CO. Given the product [CH3:1][O:2][C:3]1[CH:4]=[CH:5][C:6]([C:9]2[CH:10]=[C:11]3[C:15](=[CH:16][CH:17]=2)[NH:14][C:13]2[N:18]=[CH:19][C:20]([C:22]4[CH:23]=[C:24]([NH2:28])[CH:25]=[CH:26][CH:27]=4)=[CH:21][C:12]3=2)=[CH:7][CH:8]=1, predict the reactants needed to synthesize it. (2) The reactants are: Br[C:2]1[C:3]([NH2:8])=[N:4][CH:5]=[CH:6][CH:7]=1.[CH:9]1(B(O)O)[CH2:11][CH2:10]1.C1(P(C2CCCCC2)C2CCCCC2)CCCCC1.O.O.O.P([O-])([O-])([O-])=O.[K+].[K+].[K+]. Given the product [CH:9]1([C:2]2[C:3]([NH2:8])=[N:4][CH:5]=[CH:6][CH:7]=2)[CH2:11][CH2:10]1, predict the reactants needed to synthesize it. (3) Given the product [C:1]([C:5]1[N:10]=[CH:9][N:8]=[C:7]([N:11]2[CH:16]([OH:17])[CH:18]([OH:19])[N:14]([CH3:15])[C:12]2=[O:13])[CH:6]=1)([CH3:4])([CH3:2])[CH3:3], predict the reactants needed to synthesize it. The reactants are: [C:1]([C:5]1[N:10]=[CH:9][N:8]=[C:7]([NH:11][C:12]([NH:14][CH3:15])=[O:13])[CH:6]=1)([CH3:4])([CH3:3])[CH3:2].[CH:16]([CH:18]=[O:19])=[O:17]. (4) Given the product [OH:16][C:10]1[CH:15]=[CH:14][CH:13]=[CH:12][C:11]=1[C:2]1[S:6][C:5]([C:7]([OH:9])=[O:8])=[CH:4][CH:3]=1, predict the reactants needed to synthesize it. The reactants are: Br[C:2]1[S:6][C:5]([C:7]([OH:9])=[O:8])=[CH:4][CH:3]=1.[C:10]1([OH:16])[CH:15]=[CH:14][CH:13]=[CH:12][CH:11]=1.C([O-])([O-])=O.[Na+].[Na+].O. (5) Given the product [F:49][C:50]1[CH:55]=[CH:54][C:53]([N:56]2[C:59](=[O:60])[C@H:58]([S:61][CH2:62][CH:63]([C:65]3[CH:70]=[CH:69][C:68]([F:71])=[CH:67][CH:66]=3)[OH:64])[C@H:57]2[C:72]2[CH:73]=[CH:74][C:75]([O:76][CH2:77][C:78]([NH:36][CH2:37][CH2:38][NH:39][C@@H:40]([C:44]([OH:46])=[O:45])[CH:41]([CH3:42])[CH3:43])=[O:80])=[CH:81][CH:82]=2)=[CH:52][CH:51]=1, predict the reactants needed to synthesize it. The reactants are: FC1C=CC(N2C(=O)[C@H](SCC(C3C=CC(F)=CC=3)O)[C@H]2C2C=CC(OCC(NCC([NH:36][CH2:37][CH2:38][NH:39][C@@H:40]([C:44]([OH:46])=[O:45])[CH:41]([CH3:43])[CH3:42])=O)=O)=CC=2)=CC=1.[F:49][C:50]1[CH:55]=[CH:54][C:53]([N:56]2[C:59](=[O:60])[C@H:58]([S:61][CH2:62][C:63]([C:65]3[CH:70]=[CH:69][C:68]([F:71])=[CH:67][CH:66]=3)=[O:64])[C@H:57]2[C:72]2[CH:82]=[CH:81][C:75]([O:76][CH2:77][C:78]([OH:80])=O)=[CH:74][CH:73]=2)=[CH:52][CH:51]=1. (6) Given the product [NH2:1][C:2]1[N:6]([CH:7]2[CH2:8][CH2:9][CH2:10][CH2:11][CH2:12]2)[C:5]2[CH:13]=[CH:14][C:15]([CH2:17][OH:18])=[CH:16][C:4]=2[N:3]=1, predict the reactants needed to synthesize it. The reactants are: [NH2:1][C:2]1[N:6]([CH:7]2[CH2:12][CH2:11][CH2:10][CH2:9][CH2:8]2)[C:5]2[CH:13]=[CH:14][C:15]([C:17](OCC)=[O:18])=[CH:16][C:4]=2[N:3]=1.[AlH4-].[Li+]. (7) Given the product [Br:6][C:7]1[CH:11]=[C:10]([C:12]2[O:14][C:32](=[O:33])[C:31]3[CH:35]=[C:36]([I:40])[CH:37]=[C:38]([CH3:39])[C:30]=3[N:29]=2)[N:9]([C:15]2[C:20]([Cl:21])=[CH:19][CH:18]=[CH:17][N:16]=2)[N:8]=1, predict the reactants needed to synthesize it. The reactants are: CS(Cl)(=O)=O.[Br:6][C:7]1[CH:11]=[C:10]([C:12]([OH:14])=O)[N:9]([C:15]2[C:20]([Cl:21])=[CH:19][CH:18]=[CH:17][N:16]=2)[N:8]=1.C(N(CC)CC)C.[NH2:29][C:30]1[C:38]([CH3:39])=[CH:37][C:36]([I:40])=[CH:35][C:31]=1[C:32](O)=[O:33]. (8) Given the product [CH3:16][C:12]1[CH:11]=[CH:10][C:9]([NH:8][C:6]2[CH:5]=[CH:4][N:3]=[C:2]([NH2:1])[N:7]=2)=[CH:14][C:13]=1[O:15][CH2:24][CH:25]=[C:26]([CH3:28])[CH3:27], predict the reactants needed to synthesize it. The reactants are: [NH2:1][C:2]1[N:7]=[C:6]([NH:8][C:9]2[CH:10]=[CH:11][C:12]([CH3:16])=[C:13]([OH:15])[CH:14]=2)[CH:5]=[CH:4][N:3]=1.C([O-])([O-])=O.[Cs+].[Cs+].Br[CH2:24][CH:25]=[C:26]([CH3:28])[CH3:27]. (9) Given the product [F:40][C:41]1[CH:47]=[CH:46][C:44]([N:45]2[CH2:16][CH2:15][C:4]([C:7]3[CH:12]=[CH:11][CH:10]=[C:9]([O:13][CH3:14])[CH:8]=3)([C:5]#[N:6])[CH2:3][CH2:2]2)=[CH:43][CH:42]=1, predict the reactants needed to synthesize it. The reactants are: O[CH2:2][CH2:3][C:4]([CH2:15][CH2:16]O)([C:7]1[CH:12]=[CH:11][CH:10]=[C:9]([O:13][CH3:14])[CH:8]=1)[C:5]#[N:6].FC(F)(F)S(OS(C(F)(F)F)(=O)=O)(=O)=O.C(N(CC)CC)C.[F:40][C:41]1[CH:47]=[CH:46][C:44]([NH2:45])=[CH:43][CH:42]=1.C(C1C=CC=CC=1N(CC)CC)C. (10) Given the product [C:4]([O:3][C:1]([NH:8][C@@H:9]([CH2:10][CH:11]([CH3:12])[CH3:13])[CH2:14][O:15][S:22]([C:19]1[CH:20]=[CH:21][C:16]([CH3:26])=[CH:17][CH:18]=1)(=[O:24])=[O:23])=[O:2])([CH3:6])([CH3:5])[CH3:7], predict the reactants needed to synthesize it. The reactants are: [C:1]([NH:8][C@H:9]([CH2:14][OH:15])[CH2:10][CH:11]([CH3:13])[CH3:12])([O:3][C:4]([CH3:7])([CH3:6])[CH3:5])=[O:2].[C:16]1([CH3:26])[CH:21]=[CH:20][C:19]([S:22](Cl)(=[O:24])=[O:23])=[CH:18][CH:17]=1.Cl.